Dataset: Catalyst prediction with 721,799 reactions and 888 catalyst types from USPTO. Task: Predict which catalyst facilitates the given reaction. The catalyst class is: 12. Product: [I:17][C:14]1[CH:15]=[CH:16][C:11]([N:7]2[CH2:6][C@H:5]([CH2:4][N:1]3[CH:19]=[CH:18][N:3]=[N:2]3)[O:9][C:8]2=[O:10])=[CH:12][CH:13]=1. Reactant: [N:1]([CH2:4][C@@H:5]1[O:9][C:8](=[O:10])[N:7]([C:11]2[CH:16]=[CH:15][C:14]([I:17])=[CH:13][CH:12]=2)[CH2:6]1)=[N+:2]=[N-:3].[CH:18]12CC(C=C1)C=[CH:19]2.